Dataset: Peptide-MHC class I binding affinity with 185,985 pairs from IEDB/IMGT. Task: Regression. Given a peptide amino acid sequence and an MHC pseudo amino acid sequence, predict their binding affinity value. This is MHC class I binding data. (1) The peptide sequence is YMKFFGNFK. The MHC is HLA-A80:01 with pseudo-sequence HLA-A80:01. The binding affinity (normalized) is 0.0847. (2) The peptide sequence is YLYNKYSFK. The binding affinity (normalized) is 0.0847. The MHC is HLA-B15:17 with pseudo-sequence HLA-B15:17. (3) The peptide sequence is YPLHEQYGM. The MHC is HLA-B40:01 with pseudo-sequence HLA-B40:01. The binding affinity (normalized) is 0. (4) The peptide sequence is HTQGYFPDW. The MHC is HLA-A33:01 with pseudo-sequence HLA-A33:01. The binding affinity (normalized) is 0.164. (5) The peptide sequence is HPFIYVIRHV. The MHC is HLA-B51:01 with pseudo-sequence HLA-B51:01. The binding affinity (normalized) is 0.360. (6) The peptide sequence is KSTDFLDPA. The MHC is HLA-A02:01 with pseudo-sequence HLA-A02:01. The binding affinity (normalized) is 0.212. (7) The peptide sequence is QRHPNFPSK. The MHC is HLA-B35:01 with pseudo-sequence HLA-B35:01. The binding affinity (normalized) is 0.0847.